Dataset: Kinase inhibitor bioactivity data combining Ki, Kd, and IC50 measurements. Task: Regression. Given a target protein amino acid sequence and a drug SMILES string, predict the binding affinity score between them. We predict KIBA score (integrated kinase binding score). Dataset: kiba. (1) The compound is CCCn1cc(-c2cnc(N)c3c(-c4ccc(NC(=O)Nc5cccc(F)c5)cc4)csc23)cn1. The target protein (P53667) has sequence MRLTLLCCTWREERMGEEGSELPVCASCGQRIYDGQYLQALNADWHADCFRCCDCSASLSHQYYEKDGQLFCKKDYWARYGESCHGCSEQITKGLVMVAGELKYHPECFICLTCGTFIGDGDTYTLVEHSKLYCGHCYYQTVVTPVIEQILPDSPGSHLPHTVTLVSIPASSHGKRGLSVSIDPPHGPPGCGTEHSHTVRVQGVDPGCMSPDVKNSIHVGDRILEINGTPIRNVPLDEIDLLIQETSRLLQLTLEHDPHDTLGHGLGPETSPLSSPAYTPSGEAGSSARQKPVLRSCSIDRSPGAGSLGSPASQRKDLGRSESLRVVCRPHRIFRPSDLIHGEVLGKGCFGQAIKVTHRETGEVMVMKELIRFDEETQRTFLKEVKVMRCLEHPNVLKFIGVLYKDKRLNFITEYIKGGTLRGIIKSMDSQYPWSQRVSFAKDIASGMAYLHSMNIIHRDLNSHNCLVRENKNVVVADFGLARLMVDEKTQPEGLRSLKK.... The KIBA score is 11.9. (2) The compound is O=C1Nc2ccccc2Nc2nnc(I)cc21. The target protein (Q8TDC3) has sequence MSSGAKEGGGGSPAYHLPHPHPHPPQHAQYVGPYRLEKTLGKGQTGLVKLGVHCITGQKVAIKIVNREKLSESVLMKVEREIAILKLIEHPHVLKLHDVYENKKYLYLVLEHVSGGELFDYLVKKGRLTPKEARKFFRQIVSALDFCHSYSICHRDLKPENLLLDEKNNIRIADFGMASLQVGDSLLETSCGSPHYACPEVIKGEKYDGRRADMWSCGVILFALLVGALPFDDDNLRQLLEKVKRGVFHMPHFIPPDCQSLLRGMIEVEPEKRLSLEQIQKHPWYLGGKHEPDPCLEPAPGRRVAMRSLPSNGELDPDVLESMASLGCFRDRERLHRELRSEEENQEKMIYYLLLDRKERYPSCEDQDLPPRNDVDPPRKRVDSPMLSRHGKRRPERKSMEVLSITDAGGGGSPVPTRRALEMAQHSQRSRSVSGASTGLSSSPLSSPRSPVFSFSPEPGAGDEARGGGSPTSKTQTLPSRGPRGGGAGEQPPPPSARST.... The KIBA score is 11.9.